From a dataset of Forward reaction prediction with 1.9M reactions from USPTO patents (1976-2016). Predict the product of the given reaction. (1) Given the reactants C[O:2][C:3]([C:5]1[N:6]([CH3:33])[CH:7]=[C:8]([NH:10][C:11]2[N:12]=[C:13]([CH3:32])[C:14]3[CH:20]=[C:19]([CH3:21])[C:18](=[O:22])[N:17]([CH2:23][C:24]4[CH:29]=[CH:28][C:27]([O:30][CH3:31])=[CH:26][CH:25]=4)[C:15]=3[N:16]=2)[CH:9]=1)=[O:4].[OH-].[Na+], predict the reaction product. The product is: [CH3:31][O:30][C:27]1[CH:26]=[CH:25][C:24]([CH2:23][N:17]2[C:15]3[N:16]=[C:11]([NH:10][C:8]4[CH:9]=[C:5]([C:3]([OH:4])=[O:2])[N:6]([CH3:33])[CH:7]=4)[N:12]=[C:13]([CH3:32])[C:14]=3[CH:20]=[C:19]([CH3:21])[C:18]2=[O:22])=[CH:29][CH:28]=1. (2) Given the reactants I[C:2]1[C:7]([CH3:8])=[CH:6][C:5]([C:9]2[CH:10]=[N:11][C:12](=[O:16])[N:13]([CH3:15])[CH:14]=2)=[CH:4][C:3]=1[CH3:17].[F:18][C:19]1[CH:20]=[CH:21][C:22](B2OC(C)(C)C(C)(C)O2)=[C:23]2[C:27]=1[C@H:26]([O:28][C:29]1[CH:42]=[CH:41][C:32]3[C@H:33]([CH2:36][C:37]([O:39][CH3:40])=[O:38])[CH2:34][O:35][C:31]=3[CH:30]=1)[CH2:25][CH2:24]2.BrC1C=CC(F)=C2C=1CC[C@H]2OC1C=CC2[C@H](CC(OC)=O)COC=2C=1, predict the reaction product. The product is: [CH3:17][C:3]1[CH:4]=[C:5]([C:9]2[CH:10]=[N:11][C:12](=[O:16])[N:13]([CH3:15])[CH:14]=2)[CH:6]=[C:7]([CH3:8])[C:2]=1[C:22]1[CH:21]=[CH:20][C:19]([F:18])=[C:27]2[C:23]=1[CH2:24][CH2:25][C@H:26]2[O:28][C:29]1[CH:42]=[CH:41][C:32]2[C@H:33]([CH2:36][C:37]([O:39][CH3:40])=[O:38])[CH2:34][O:35][C:31]=2[CH:30]=1. (3) Given the reactants [CH3:1][N:2]1[C:6]([C:7]2[CH:12]=[CH:11][CH:10]=[C:9]([N+:13]([O-])=O)[CH:8]=2)=[N:5][N:4]=[N:3]1, predict the reaction product. The product is: [CH3:1][N:2]1[C:6]([C:7]2[CH:12]=[CH:11][CH:10]=[C:9]([NH2:13])[CH:8]=2)=[N:5][N:4]=[N:3]1. (4) Given the reactants [CH3:1][O:2][C:3]([C@H:5]1[CH:11]([C:12]2[CH:17]=[CH:16][C:15]([Sn](C)(C)C)=[CH:14][CH:13]=2)[CH2:10][C@H:9]2[N:22]([CH3:23])[C@@H:6]1[CH2:7][CH2:8]2)=[O:4].Br[C:25]1[S:26][CH:27]=[CH:28][N:29]=1, predict the reaction product. The product is: [CH3:1][O:2][C:3]([C@H:5]1[C@@H:11]([C:12]2[CH:17]=[CH:16][C:15]([C:25]3[S:26][CH:27]=[CH:28][N:29]=3)=[CH:14][CH:13]=2)[CH2:10][C@H:9]2[N:22]([CH3:23])[C@@H:6]1[CH2:7][CH2:8]2)=[O:4]. (5) Given the reactants O[C@H:2]([C:37]1[C:65]([F:66])=[CH:64][C:40]2[N:41]([CH2:56][O:57][CH2:58][CH2:59][Si:60]([CH3:63])([CH3:62])[CH3:61])[C:42]([C@@H:44]3[CH2:48][CH2:47][CH2:46][N:45]3[C:49]([O:51][C:52]([CH3:55])([CH3:54])[CH3:53])=[O:50])=[N:43][C:39]=2[CH:38]=1)[CH2:3][CH2:4][C@@H:5]([C:7]1[C:35]([F:36])=[CH:34][C:10]2[N:11]([CH2:26][O:27][CH2:28][CH2:29][Si:30]([CH3:33])([CH3:32])[CH3:31])[C:12]([C@@H:14]3[CH2:18][CH2:17][CH2:16][N:15]3[C:19]([O:21][C:22]([CH3:25])([CH3:24])[CH3:23])=[O:20])=[N:13][C:9]=2[CH:8]=1)O.C(N(CC)CC)C.S(Cl)(C)(=O)=O.[C:79]([C:83]1[CH:89]=[CH:88][C:86]([NH2:87])=[CH:85][CH:84]=1)([CH3:82])([CH3:81])[CH3:80], predict the reaction product. The product is: [C:79]([C:83]1[CH:84]=[CH:85][C:86]([N:87]2[C@@H:2]([C:37]3[C:65]([F:66])=[CH:64][C:40]4[N:41]([CH2:56][O:57][CH2:58][CH2:59][Si:60]([CH3:62])([CH3:61])[CH3:63])[C:42]([C@@H:44]5[CH2:48][CH2:47][CH2:46][N:45]5[C:49]([O:51][C:52]([CH3:53])([CH3:54])[CH3:55])=[O:50])=[N:43][C:39]=4[CH:38]=3)[CH2:3][CH2:4][C@@H:5]2[C:7]2[C:35]([F:36])=[CH:34][C:10]3[N:11]([CH2:26][O:27][CH2:28][CH2:29][Si:30]([CH3:31])([CH3:32])[CH3:33])[C:12]([C@@H:14]4[CH2:18][CH2:17][CH2:16][N:15]4[C:19]([O:21][C:22]([CH3:24])([CH3:23])[CH3:25])=[O:20])=[N:13][C:9]=3[CH:8]=2)=[CH:88][CH:89]=1)([CH3:82])([CH3:80])[CH3:81]. (6) The product is: [C:18]1([C:8]2([NH2:7])[CH:16]3[N:12]([CH2:13][CH2:14][CH2:15]3)[CH2:11][CH2:10][CH2:9]2)[CH:19]=[CH:20][CH:21]=[CH:22][CH:23]=1. Given the reactants [H-].[H-].[H-].[H-].[Li+].[Al+3].[NH2:7][C:8]1([C:18]2[CH:23]=[CH:22][CH:21]=[CH:20][CH:19]=2)[CH:16]2[N:12]([CH2:13][CH2:14][CH2:15]2)[C:11](=O)[CH2:10][CH2:9]1, predict the reaction product. (7) Given the reactants C(N(C(C)C)C(C)C)C.I[C:11]1[CH:22]=[CH:21][C:14]([CH2:15][N:16]2[CH2:20][CH2:19][CH2:18][CH2:17]2)=[CH:13][CH:12]=1.[C:23]([C:26]1[CH:31]=[CH:30][C:29]([NH:32][C:33](=[O:36])[C:34]#[CH:35])=[CH:28][CH:27]=1)#[C:24][CH3:25], predict the reaction product. The product is: [C:23]([C:26]1[CH:31]=[CH:30][C:29]([NH:32][C:33](=[O:36])[C:34]#[C:35][C:11]2[CH:22]=[CH:21][C:14]([CH2:15][N:16]3[CH2:20][CH2:19][CH2:18][CH2:17]3)=[CH:13][CH:12]=2)=[CH:28][CH:27]=1)#[C:24][CH3:25].